From a dataset of Full USPTO retrosynthesis dataset with 1.9M reactions from patents (1976-2016). Predict the reactants needed to synthesize the given product. Given the product [Cl:3][C:4]1[CH:5]=[C:6]([NH:7][C:12]2[CH:13]=[CH:14][C:15]3[N:16]([C:18]([CH2:21][C:22]4[CH:23]=[C:24]5[C:29](=[CH:30][CH:31]=4)[N:28]=[CH:27][CH:26]=[CH:25]5)=[CH:19][N:20]=3)[N:17]=2)[CH:8]=[CH:9][CH:10]=1, predict the reactants needed to synthesize it. The reactants are: [H-].[Na+].[Cl:3][C:4]1[CH:5]=[C:6]([CH:8]=[CH:9][CH:10]=1)[NH2:7].Cl[C:12]1[CH:13]=[CH:14][C:15]2[N:16]([C:18]([CH2:21][C:22]3[CH:23]=[C:24]4[C:29](=[CH:30][CH:31]=3)[N:28]=[CH:27][CH:26]=[CH:25]4)=[CH:19][N:20]=2)[N:17]=1.